From a dataset of Full USPTO retrosynthesis dataset with 1.9M reactions from patents (1976-2016). Predict the reactants needed to synthesize the given product. (1) Given the product [OH:7][C:4]1([C:9]2[CH:14]=[CH:13][CH:12]=[CH:11][CH:10]=2)[CH2:5][CH2:6][C:1](=[O:8])[CH2:2][CH2:3]1, predict the reactants needed to synthesize it. The reactants are: [C:1]1(=[O:8])[CH2:6][CH2:5][C:4](=[O:7])[CH2:3][CH2:2]1.[C:9]1([Mg]Br)[CH:14]=[CH:13][CH:12]=[CH:11][CH:10]=1. (2) Given the product [Cl:13][C:14]1[CH:32]=[CH:31][C:17]([CH2:18][C:19]2[N:20]=[C:21]([O:30][CH2:33][CH2:34][CH3:35])[C:22]3[N:27]=[C:26]([S:28][CH3:29])[O:25][C:23]=3[N:24]=2)=[CH:16][CH:15]=1, predict the reactants needed to synthesize it. The reactants are: N(C(OCC)=O)=NC(OCC)=O.[Cl:13][C:14]1[CH:32]=[CH:31][C:17]([CH2:18][C:19]2[N:20]=[C:21]([OH:30])[C:22]3[N:27]=[C:26]([S:28][CH3:29])[O:25][C:23]=3[N:24]=2)=[CH:16][CH:15]=1.[CH2:33](O)[CH2:34][CH3:35].C(N(CC)CC)C. (3) Given the product [C:1]([Si:5]([O:8][CH2:9][CH2:10][CH2:11][CH2:12][CH2:13][CH2:14][I:17])([CH3:7])[CH3:6])([CH3:4])([CH3:3])[CH3:2], predict the reactants needed to synthesize it. The reactants are: [C:1]([Si:5]([O:8][CH2:9][CH2:10][CH2:11][CH2:12][CH2:13][CH2:14]Cl)([CH3:7])[CH3:6])([CH3:4])([CH3:3])[CH3:2].[Na+].[I-:17]. (4) Given the product [O:6]1[CH2:5][CH:7]1[C:3]1[CH:4]=[N:16][CH:15]=[CH:14][CH:13]=1, predict the reactants needed to synthesize it. The reactants are: [H-].[Na+].[CH2:3]1[CH2:7][O:6][CH2:5][CH2:4]1.[I-].C[S+](C)C.[CH:13](=O)[C:14]1C=CC=[N:16][CH:15]=1. (5) Given the product [CH2:11]([O:10][C:1](=[O:9])[C:2]1[CH:8]=[C:7]([Cl:13])[CH:6]=[CH:5][C:3]=1[NH2:4])[CH3:12], predict the reactants needed to synthesize it. The reactants are: [C:1]([O:10][CH2:11][CH3:12])(=[O:9])[C:2]1[C:3](=[CH:5][CH:6]=[CH:7][CH:8]=1)[NH2:4].[Cl:13][O-].[Na+]. (6) Given the product [OH:7][C:6]1[CH:5]=[C:4]2[C:3](=[CH:2][CH:1]=1)[NH:10][CH:9]=[C:8]2[CH2:11][CH2:12][NH:13][C:15](=[O:24])[CH:16]=[CH:17][C:18]1[CH:23]=[CH:22][CH:21]=[CH:20][CH:19]=1, predict the reactants needed to synthesize it. The reactants are: [CH:1]1[C:6]([OH:7])=[CH:5][C:4]2[C:8]([CH2:11][CH2:12][NH2:13])=[CH:9][NH:10][C:3]=2[CH:2]=1.Cl.[C:15](O)(=[O:24])/[CH:16]=[CH:17]/[C:18]1[CH:23]=[CH:22][CH:21]=[CH:20][CH:19]=1.C(N(CC)CC)C.O.ON1C2C=CC=CC=2N=N1.Cl.C(N=C=NCCCN(C)C)C. (7) Given the product [Cl:12][C:13]1[CH:21]=[CH:20][C:16]([C:17]([OH:19])=[O:18])=[C:15]([NH:22][C:10]([NH:9][C:3]2[C:2]([Cl:1])=[CH:7][CH:6]=[CH:5][C:4]=2[Cl:8])=[O:11])[CH:14]=1, predict the reactants needed to synthesize it. The reactants are: [Cl:1][C:2]1[CH:7]=[CH:6][CH:5]=[C:4]([Cl:8])[C:3]=1[N:9]=[C:10]=[O:11].[Cl:12][C:13]1[CH:14]=[C:15]([NH2:22])[C:16](=[CH:20][CH:21]=1)[C:17]([OH:19])=[O:18].C(N(CC)CC)C.Cl. (8) Given the product [OH:21][C:20]1[C:19]2[C:14](=[CH:15][CH:16]=[CH:17][CH:18]=2)[NH:13][C:12](=[O:22])[C:11]=1[C:9]([NH:8][C:5]1[CH:6]=[CH:7][C:2]([O:1][C:25](=[O:26])[N:24]([CH3:23])[C:28]2[CH:33]=[CH:32][CH:31]=[CH:30][CH:29]=2)=[CH:3][CH:4]=1)=[O:10], predict the reactants needed to synthesize it. The reactants are: [OH:1][C:2]1[CH:7]=[CH:6][C:5]([NH:8][C:9]([C:11]2[C:12](=[O:22])[NH:13][C:14]3[C:19]([C:20]=2[OH:21])=[CH:18][CH:17]=[CH:16][CH:15]=3)=[O:10])=[CH:4][CH:3]=1.[CH3:23][N:24]([C:28]1[CH:33]=[CH:32][CH:31]=[CH:30][CH:29]=1)[C:25](Cl)=[O:26].